Dataset: Full USPTO retrosynthesis dataset with 1.9M reactions from patents (1976-2016). Task: Predict the reactants needed to synthesize the given product. Given the product [N:21]1([C:16]2[N:15]=[CH:14][C:13]([OH:12])=[CH:18][CH:17]=2)[CH:20]=[N:3][N:2]=[N:1]1, predict the reactants needed to synthesize it. The reactants are: [N-:1]=[N+:2]=[N-:3].[Na+].C(OC([O:12][CH2:13][CH3:14])OCC)C.[NH2:15][C:16]1[N:21]=[CH:20]C(O)=[CH:18][CH:17]=1.